From a dataset of Forward reaction prediction with 1.9M reactions from USPTO patents (1976-2016). Predict the product of the given reaction. Given the reactants [CH:1]1([CH2:7][C@H:8]([NH:21][C:22](=[O:35])[C:23]2[CH:34]=[CH:33][CH:32]=[C:25]([C:26](N(OC)C)=[O:27])[CH:24]=2)[CH2:9][N:10]([CH3:20])[C:11]([O:13][CH2:14][CH2:15][Si:16]([CH3:19])([CH3:18])[CH3:17])=[O:12])[CH2:6][CH2:5][CH2:4][CH2:3][CH2:2]1.[CH3:36][O:37][CH2:38][CH2:39][CH2:40][CH2:41][Mg]Cl, predict the reaction product. The product is: [CH:1]1([CH2:7][C@H:8]([NH:21][C:22](=[O:35])[C:23]2[CH:34]=[CH:33][CH:32]=[C:25]([C:26](=[O:27])[CH2:41][CH2:40][CH2:39][CH2:38][O:37][CH3:36])[CH:24]=2)[CH2:9][N:10]([CH3:20])[C:11]([O:13][CH2:14][CH2:15][Si:16]([CH3:19])([CH3:17])[CH3:18])=[O:12])[CH2:6][CH2:5][CH2:4][CH2:3][CH2:2]1.